This data is from Reaction yield outcomes from USPTO patents with 853,638 reactions. The task is: Predict the reaction yield, written as a fraction of the theoretical maximum amount of product (1.0 means a 100% yield; for example, 0.34 means a 34% yield). The reactants are [Br:1][C:2]1[CH:7]=[CH:6][C:5]([C:8]2[NH:12][C:11]([CH:13]3[CH2:18][CH2:17][CH:16]([CH3:19])[CH2:15][NH:14]3)=[N:10][CH:9]=2)=[CH:4][CH:3]=1.[CH3:20][O:21][C:22]([NH:24][C@@H:25]([CH:29]([CH3:31])[CH3:30])[C:26](O)=[O:27])=[O:23].CN(C(ON1N=NC2C=CC=NC1=2)=[N+](C)C)C.F[P-](F)(F)(F)(F)F.CCN(C(C)C)C(C)C. The catalyst is C(Cl)Cl. The product is [CH3:20][O:21][C:22](=[O:23])[NH:24][C@H:25]([C:26]([N:14]1[CH2:15][C@@H:16]([CH3:19])[CH2:17][CH2:18][C@H:13]1[C:11]1[NH:12][C:8]([C:5]2[CH:4]=[CH:3][C:2]([Br:1])=[CH:7][CH:6]=2)=[CH:9][N:10]=1)=[O:27])[CH:29]([CH3:31])[CH3:30]. The yield is 0.920.